Dataset: Full USPTO retrosynthesis dataset with 1.9M reactions from patents (1976-2016). Task: Predict the reactants needed to synthesize the given product. (1) Given the product [Al+3:1].[Cl-:2].[Cl-:2].[Cl-:2].[O:5]1[CH2:9][CH2:8][CH2:7][CH2:6]1, predict the reactants needed to synthesize it. The reactants are: [Al+3:1].[Cl-:2].[Cl-].[Cl-].[O:5]1[CH2:9][CH2:8][CH2:7][CH2:6]1. (2) Given the product [ClH:42].[NH2:8][CH2:9][CH2:10][CH2:11][CH2:12][CH2:13][CH2:14][CH2:15][CH2:16][O:17][C:18]1[C:39]([O:40][CH3:41])=[CH:38][C:21]2[C:22]3[N:27]([CH:28]([C:30]([CH3:33])([CH3:32])[CH3:31])[CH2:29][C:20]=2[CH:19]=1)[CH:26]=[C:25]([C:34]([OH:36])=[O:35])[C:24](=[O:37])[CH:23]=3, predict the reactants needed to synthesize it. The reactants are: C(OC([NH:8][CH2:9][CH2:10][CH2:11][CH2:12][CH2:13][CH2:14][CH2:15][CH2:16][O:17][C:18]1[C:39]([O:40][CH3:41])=[CH:38][C:21]2[C:22]3[N:27]([CH:28]([C:30]([CH3:33])([CH3:32])[CH3:31])[CH2:29][C:20]=2[CH:19]=1)[CH:26]=[C:25]([C:34]([OH:36])=[O:35])[C:24](=[O:37])[CH:23]=3)=O)(C)(C)C.[ClH:42].